Dataset: Full USPTO retrosynthesis dataset with 1.9M reactions from patents (1976-2016). Task: Predict the reactants needed to synthesize the given product. Given the product [NH2:23][CH2:22][CH2:21][N:19]1[N:18]=[N:17][C:16]([C@@H:14]2[CH2:15][C@:9]3([C:47]4[CH:52]=[CH:51][CH:50]=[CH:49][CH:48]=4)[N:8]([CH2:1][C:2]4[CH:7]=[CH:6][CH:5]=[CH:4][CH:3]=4)[C@H:13]2[CH2:12][CH2:11][C@H:10]3[O:31][CH2:32][C:33]2[CH:34]=[C:35]([C:43]([F:44])([F:45])[F:46])[CH:36]=[C:37]([C:39]([F:42])([F:41])[F:40])[CH:38]=2)=[N:20]1, predict the reactants needed to synthesize it. The reactants are: [CH2:1]([N:8]1[C@@H:13]2[C@H:14]([C:16]3[N:17]=[N:18][N:19]([CH2:21][CH2:22][NH:23]C(OC(C)(C)C)=O)[N:20]=3)[CH2:15][C@@:9]1([C:47]1[CH:52]=[CH:51][CH:50]=[CH:49][CH:48]=1)[C@H:10]([O:31][CH2:32][C:33]1[CH:38]=[C:37]([C:39]([F:42])([F:41])[F:40])[CH:36]=[C:35]([C:43]([F:46])([F:45])[F:44])[CH:34]=1)[CH2:11][CH2:12]2)[C:2]1[CH:7]=[CH:6][CH:5]=[CH:4][CH:3]=1.